From a dataset of Catalyst prediction with 721,799 reactions and 888 catalyst types from USPTO. Predict which catalyst facilitates the given reaction. (1) Reactant: CC(C)([O-:4])C.[K+].Cl.[OH-].[Na+].[C:18](O[C:18]([O:20][C:21]([CH3:24])([CH3:23])[CH3:22])=[O:19])([O:20][C:21]([CH3:24])([CH3:23])[CH3:22])=[O:19].[NH:25]([CH2:30][CH2:31][C:32]#[N:33])[CH2:26][CH2:27][C:28]#N. Product: [C:21]([O:20][C:18]([N:25]1[CH2:26][CH2:27][C:28]([OH:4])=[C:31]([C:32]#[N:33])[CH2:30]1)=[O:19])([CH3:22])([CH3:23])[CH3:24]. The catalyst class is: 93. (2) Reactant: [CH2:1]([O:3][P:4]([CH2:9][CH2:10][CH2:11][CH2:12][CH2:13][CH2:14][CH2:15][CH2:16][CH2:17][CH:18]=[CH2:19])(=O)[O:5]CC)[CH3:2].C(Cl)(=O)C([Cl:23])=O. Product: [CH2:9]([P:4]([Cl:23])(=[O:5])[O:3][CH2:1][CH3:2])[CH2:10][CH2:11][CH2:12][CH2:13][CH2:14][CH2:15][CH2:16][CH2:17][CH:18]=[CH2:19]. The catalyst class is: 2. (3) Reactant: [Cl:1][C:2]1[N:9]=[C:8]([CH3:10])[CH:7]=[C:6](Cl)[C:3]=1[C:4]#[N:5].C([O-])(=[O:14])C.[Cs+]. Product: [Cl:1][C:2]1[N:9]=[C:8]([CH3:10])[CH:7]=[C:6]([OH:14])[C:3]=1[C:4]#[N:5]. The catalyst class is: 9.